From a dataset of NCI-60 drug combinations with 297,098 pairs across 59 cell lines. Regression. Given two drug SMILES strings and cell line genomic features, predict the synergy score measuring deviation from expected non-interaction effect. Drug 1: C1CC(=O)NC(=O)C1N2C(=O)C3=CC=CC=C3C2=O. Drug 2: C1C(C(OC1N2C=NC(=NC2=O)N)CO)O. Cell line: PC-3. Synergy scores: CSS=9.53, Synergy_ZIP=-3.83, Synergy_Bliss=-1.71, Synergy_Loewe=-6.89, Synergy_HSA=-0.315.